This data is from Peptide-MHC class II binding affinity with 134,281 pairs from IEDB. The task is: Regression. Given a peptide amino acid sequence and an MHC pseudo amino acid sequence, predict their binding affinity value. This is MHC class II binding data. (1) The peptide sequence is PEGLLWLLLTGKVPT. The MHC is DRB1_0101 with pseudo-sequence DRB1_0101. The binding affinity (normalized) is 0.572. (2) The peptide sequence is EPGHLAPTGMFVAAA. The MHC is DRB1_1001 with pseudo-sequence DRB1_1001. The binding affinity (normalized) is 0.627. (3) The peptide sequence is QSRIFEQEVWEKFGH. The MHC is DRB1_0101 with pseudo-sequence DRB1_0101. The binding affinity (normalized) is 0.291.